From a dataset of Forward reaction prediction with 1.9M reactions from USPTO patents (1976-2016). Predict the product of the given reaction. Given the reactants C(OC([N:8]1[CH2:30][CH2:29][N:11]2[C:12](=[O:28])[C:13]3[C:18]([C@@H:10]2[CH2:9]1)=[CH:17][C:16]([C:19]1[O:20][CH:21]=[CH:22][CH:23]=1)=[CH:15][C:14]=3[C:24]([F:27])([F:26])[F:25])=O)(C)(C)C.[ClH:31], predict the reaction product. The product is: [ClH:31].[O:20]1[CH:21]=[CH:22][CH:23]=[C:19]1[C:16]1[CH:17]=[C:18]2[C:13]([C:12](=[O:28])[N:11]3[CH2:29][CH2:30][NH:8][CH2:9][C@H:10]32)=[C:14]([C:24]([F:26])([F:27])[F:25])[CH:15]=1.